This data is from Peptide-MHC class II binding affinity with 134,281 pairs from IEDB. The task is: Regression. Given a peptide amino acid sequence and an MHC pseudo amino acid sequence, predict their binding affinity value. This is MHC class II binding data. (1) The peptide sequence is EADYSQIPISINYRT. The MHC is DRB1_0401 with pseudo-sequence DRB1_0401. The binding affinity (normalized) is 0.393. (2) The peptide sequence is TPTNASHIQSAVVCG. The MHC is DRB3_0101 with pseudo-sequence DRB3_0101. The binding affinity (normalized) is 0.220.